This data is from NCI-60 drug combinations with 297,098 pairs across 59 cell lines. The task is: Regression. Given two drug SMILES strings and cell line genomic features, predict the synergy score measuring deviation from expected non-interaction effect. (1) Drug 1: CN(C)C1=NC(=NC(=N1)N(C)C)N(C)C. Drug 2: C1=NC(=NC(=O)N1C2C(C(C(O2)CO)O)O)N. Cell line: NCI/ADR-RES. Synergy scores: CSS=3.81, Synergy_ZIP=1.10, Synergy_Bliss=6.31, Synergy_Loewe=2.51, Synergy_HSA=4.05. (2) Drug 1: C(CC(=O)O)C(=O)CN.Cl. Drug 2: C1CN(CCN1C(=O)CCBr)C(=O)CCBr. Cell line: 786-0. Synergy scores: CSS=17.1, Synergy_ZIP=-10.1, Synergy_Bliss=-4.10, Synergy_Loewe=-4.37, Synergy_HSA=-3.70.